Dataset: NCI-60 drug combinations with 297,098 pairs across 59 cell lines. Task: Regression. Given two drug SMILES strings and cell line genomic features, predict the synergy score measuring deviation from expected non-interaction effect. Drug 1: CC1CCC2CC(C(=CC=CC=CC(CC(C(=O)C(C(C(=CC(C(=O)CC(OC(=O)C3CCCCN3C(=O)C(=O)C1(O2)O)C(C)CC4CCC(C(C4)OC)O)C)C)O)OC)C)C)C)OC. Drug 2: CC1C(C(CC(O1)OC2CC(CC3=C2C(=C4C(=C3O)C(=O)C5=CC=CC=C5C4=O)O)(C(=O)C)O)N)O. Cell line: DU-145. Synergy scores: CSS=51.0, Synergy_ZIP=12.2, Synergy_Bliss=10.4, Synergy_Loewe=11.5, Synergy_HSA=11.8.